This data is from Forward reaction prediction with 1.9M reactions from USPTO patents (1976-2016). The task is: Predict the product of the given reaction. (1) Given the reactants [Cl:1][C:2]1[CH:3]=[C:4]2[C:9](=[CH:10][CH:11]=1)[NH:8][C:7](=[O:12])[C:6]([C@@H:13]([NH:15][C:16]1[C:21]([F:22])=[C:20](I)[CH:19]=[CH:18][N:17]=1)[CH3:14])=[CH:5]2.[O:24]1[CH2:28][CH2:27][NH:26][C:25]1=[O:29].[O-]P([O-])([O-])=O.[K+].[K+].[K+], predict the reaction product. The product is: [Cl:1][C:2]1[CH:3]=[C:4]2[C:9](=[CH:10][CH:11]=1)[NH:8][C:7](=[O:12])[C:6]([C@@H:13]([NH:15][C:16]1[C:21]([F:22])=[C:20]([N:26]3[CH2:27][CH2:28][O:24][C:25]3=[O:29])[CH:19]=[CH:18][N:17]=1)[CH3:14])=[CH:5]2. (2) The product is: [N+:1]([C:4]1[CH:12]=[CH:11][C:7]([C:8]([N:25]2[CH2:26][CH2:27][N:22]([CH2:20][CH3:21])[CH2:23][CH2:24]2)=[O:10])=[C:6]([CH3:13])[CH:5]=1)([O-:3])=[O:2]. Given the reactants [N+:1]([C:4]1[CH:12]=[CH:11][C:7]([C:8]([OH:10])=O)=[C:6]([CH3:13])[CH:5]=1)([O-:3])=[O:2].C(Cl)(=O)C(Cl)=O.[CH2:20]([N:22]1[CH2:27][CH2:26][NH:25][CH2:24][CH2:23]1)[CH3:21], predict the reaction product. (3) Given the reactants C(OC([N:8]1[CH2:13][CH2:12][N:11]([C:14]([C:16]2[S:24][C:23]3[C:18](=[N:19][CH:20]=[CH:21][C:22]=3[NH:25][C:26]3[CH:27]=[C:28]4[C:32](=[CH:33][CH:34]=3)[NH:31][C:30]([CH3:35])=[CH:29]4)[CH:17]=2)=[O:15])[CH2:10][CH2:9]1)=O)(C)(C)C.Cl, predict the reaction product. The product is: [CH3:35][C:30]1[NH:31][C:32]2[C:28]([CH:29]=1)=[CH:27][C:26]([NH:25][C:22]1[CH:21]=[CH:20][N:19]=[C:18]3[CH:17]=[C:16]([C:14]([N:11]4[CH2:12][CH2:13][NH:8][CH2:9][CH2:10]4)=[O:15])[S:24][C:23]=13)=[CH:34][CH:33]=2. (4) Given the reactants [NH:1]1[C:9]2[C:4](=[CH:5][CH:6]=[CH:7][C:8]=2[C:10]([OH:12])=O)[CH:3]=[CH:2]1.CCN(CC)CC.CCN=C=NCCCN(C)C.[Cl:31][C:32]1[CH:45]=[CH:44][C:35]([CH2:36][N:37]2[CH2:42][CH2:41][CH:40]([NH2:43])[CH2:39][CH2:38]2)=[CH:34][C:33]=1[O:46][CH2:47][CH3:48], predict the reaction product. The product is: [Cl:31][C:32]1[CH:45]=[CH:44][C:35]([CH2:36][N:37]2[CH2:42][CH2:41][CH:40]([NH:43][C:10]([C:8]3[CH:7]=[CH:6][CH:5]=[C:4]4[C:9]=3[NH:1][CH:2]=[CH:3]4)=[O:12])[CH2:39][CH2:38]2)=[CH:34][C:33]=1[O:46][CH2:47][CH3:48]. (5) Given the reactants [CH:1]1[C:11]2[CH2:10][C:9]3([CH2:15][CH2:14][CH:13]([N:16]4[CH2:21][CH2:20][CH2:19][CH:18]([C:22]([OH:24])=O)[CH2:17]4)[CH2:12]3)C3C=CC=CC=3[CH2:6][C:5]=2[CH:4]=[CH:3][CH:2]=1.CC[N:31](C(C)C)C(C)C.CN(C(ON1N=N[C:48]2[CH:49]=[CH:50][CH:51]=[CH:52][C:47]1=2)=[N+](C)C)C.[B-](F)(F)(F)F.C[Si](N[Si](C)(C)C)(C)C, predict the reaction product. The product is: [CH:1]1[C:11]2[CH2:10][C:9]3([CH2:15][CH2:14][CH:13]([N:16]4[CH2:21][CH2:20][CH2:19][CH:18]([C:22]([NH2:31])=[O:24])[CH2:17]4)[CH2:12]3)[C:48]3[CH:49]=[CH:50][CH:51]=[CH:52][C:47]=3[CH2:6][C:5]=2[CH:4]=[CH:3][CH:2]=1. (6) Given the reactants [C:1]([O:4][CH2:5][C@@H:6]1[C@@H:11]([O:12][C:13](=[O:15])[CH3:14])[C@H:10]([O:16][C:17](=[O:19])[CH3:18])[C@H:9]([O:20][C:21](=[O:23])[CH3:22])[C@@H:8](OC(=O)C)[O:7]1)(=[O:3])[CH3:2].[CH2:28]([Si](C)(C)C)[CH:29]=[CH2:30].B(F)(F)F.F[B-](F)(F)C#C[Si](C)(C)C.C([O-])(O)=O.[Na+], predict the reaction product. The product is: [C:13]([O:12][C@H:11]1[C@H:10]([O:16][C:17](=[O:19])[CH3:18])[C@H:9]([O:20][C:21](=[O:23])[CH3:22])[CH:8]([CH2:30][CH:29]=[CH2:28])[O:7][C@@H:6]1[CH2:5][O:4][C:1](=[O:3])[CH3:2])(=[O:15])[CH3:14]. (7) Given the reactants [C:1]([O-:18])(=[O:17])[CH2:2][CH2:3][CH2:4][CH2:5][CH2:6][CH2:7][CH2:8][CH2:9][CH2:10][CH2:11][CH2:12][CH2:13][CH2:14][CH2:15][CH3:16].[Na+], predict the reaction product. The product is: [C:1]([OH:18])(=[O:17])[CH2:2][CH2:3][CH2:4][CH2:5][CH2:6][CH2:7][CH2:8][CH2:9][CH2:10][CH2:11][CH2:12][CH2:13][CH2:14][CH2:15][CH3:16].